This data is from Forward reaction prediction with 1.9M reactions from USPTO patents (1976-2016). The task is: Predict the product of the given reaction. (1) Given the reactants [CH2:1]([NH:8][C:9]1[CH:14]=[CH:13][C:12]([C:15]2[CH:19]=[C:18]([CH2:20][O:21][C:22](=[O:24])[NH2:23])[O:17][N:16]=2)=[CH:11][CH:10]=1)[C:2]1[CH:7]=[CH:6][CH:5]=[CH:4][CH:3]=1.[CH:25](=O)[CH3:26], predict the reaction product. The product is: [CH2:1]([N:8]([CH2:25][CH3:26])[C:9]1[CH:10]=[CH:11][C:12]([C:15]2[CH:19]=[C:18]([CH2:20][O:21][C:22](=[O:24])[NH2:23])[O:17][N:16]=2)=[CH:13][CH:14]=1)[C:2]1[CH:7]=[CH:6][CH:5]=[CH:4][CH:3]=1. (2) Given the reactants [Cl:1][C:2]1[N:3]=[CH:4][CH:5]=[C:6]2[C:10]([CH3:11])=[C:9]([CH3:12])[N:8]([CH2:13][C:14]3[CH:19]=[CH:18][C:17]([CH3:20])=[CH:16][CH:15]=3)[C:7]=12.[CH3:21][C:22]1[CH:29]=[CH:28][C:25]([CH2:26][NH2:27])=[CH:24][CH:23]=1, predict the reaction product. The product is: [ClH:1].[CH3:12][C:9]1[N:8]([CH2:13][C:14]2[CH:19]=[CH:18][C:17]([CH3:20])=[CH:16][CH:15]=2)[C:7]2=[C:2]([NH:27][CH2:26][C:25]3[CH:28]=[CH:29][C:22]([CH3:21])=[CH:23][CH:24]=3)[N:3]=[CH:4][CH:5]=[C:6]2[C:10]=1[CH3:11]. (3) Given the reactants [F:1][C:2]([F:30])([F:29])[C:3]1[CH:4]=[C:5]([CH2:13][O:14][C@@H:15]2[CH2:21][CH2:20][C@@H:19]3[NH:22][C@@:16]2([C:23]2[CH:28]=[CH:27][CH:26]=[CH:25][CH:24]=2)[CH2:17][CH2:18]3)[CH:6]=[C:7]([C:9]([F:12])([F:11])[F:10])[CH:8]=1.C(=O)([O-])[O-].[K+].[K+].Br[CH2:38][CH2:39][OH:40].[ClH:41], predict the reaction product. The product is: [ClH:41].[F:11][C:9]([F:12])([F:10])[C:7]1[CH:6]=[C:5]([CH2:13][O:14][C@@H:15]2[CH2:21][CH2:20][C@@H:19]3[N:22]([CH2:38][CH2:39][OH:40])[C@@:16]2([C:23]2[CH:24]=[CH:25][CH:26]=[CH:27][CH:28]=2)[CH2:17][CH2:18]3)[CH:4]=[C:3]([C:2]([F:29])([F:1])[F:30])[CH:8]=1. (4) Given the reactants [NH2:1][C@@H:2]([C:12]1[CH:17]=[CH:16][C:15]([Cl:18])=[CH:14][CH:13]=1)[C@H:3]([C:5]1[CH:10]=[CH:9][CH:8]=[C:7]([Cl:11])[CH:6]=1)[OH:4], predict the reaction product. The product is: [NH2:1][C@H:2]([C:12]1[CH:17]=[CH:16][C:15]([Cl:18])=[CH:14][CH:13]=1)[C@@H:3]([C:5]1[CH:10]=[CH:9][CH:8]=[C:7]([Cl:11])[CH:6]=1)[OH:4]. (5) Given the reactants C([N:4]1[C:12]2[C:7](=[CH:8][CH:9]=[C:10]([I:13])[CH:11]=2)[C:6]([CH3:15])([CH3:14])[CH2:5]1)(=O)C.[ClH:16], predict the reaction product. The product is: [I:13][C:10]1[CH:11]=[C:12]2[C:7]([C:6]([CH3:15])([CH3:14])[CH2:5][NH:4]2)=[CH:8][CH:9]=1.[ClH:16].[I:13][C:10]1[CH:11]=[C:12]2[C:7]([C:6]([CH3:15])([CH3:14])[CH2:5][NH:4]2)=[CH:8][CH:9]=1. (6) Given the reactants [F:1][C:2]1[CH:3]=[C:4]([C:8]([C:10]2[CH:15]=[CH:14][C:13]([OH:16])=[CH:12][CH:11]=2)=[O:9])[CH:5]=[CH:6][CH:7]=1.[I-:17].[K+].II, predict the reaction product. The product is: [F:1][C:2]1[CH:3]=[C:4]([C:8]([C:10]2[CH:11]=[CH:12][C:13]([OH:16])=[C:14]([I:17])[CH:15]=2)=[O:9])[CH:5]=[CH:6][CH:7]=1.